This data is from Full USPTO retrosynthesis dataset with 1.9M reactions from patents (1976-2016). The task is: Predict the reactants needed to synthesize the given product. (1) Given the product [CH:1]([C:4]1[O:8][C:7]([CH2:9][CH2:10][NH2:11])=[N:6][CH:5]=1)([CH3:3])[CH3:2], predict the reactants needed to synthesize it. The reactants are: [CH:1]([C:4]1[O:8][C:7]([CH2:9][CH2:10][NH:11]C(=O)OCC2C=CC=CC=2)=[N:6][CH:5]=1)([CH3:3])[CH3:2]. (2) Given the product [Cl:1][C:2]1[C:3]([OH:9])=[C:4]([CH:5]=[C:6]([F:8])[CH:7]=1)[CH2:11][NH:12][C:13](=[O:16])[CH2:14][Cl:15], predict the reactants needed to synthesize it. The reactants are: [Cl:1][C:2]1[CH:7]=[C:6]([F:8])[CH:5]=[CH:4][C:3]=1[OH:9].O[CH2:11][NH:12][C:13](=[O:16])[CH2:14][Cl:15].[OH-].[Na+]. (3) Given the product [F:31][C:30]([F:33])([F:32])[C:28]([OH:34])=[O:29].[C:1]([C:5]1[N:6]([CH3:27])[CH:7]=[C:8]([C:10]2[CH:15]=[CH:14][N:13]=[C:12]3[NH:16][CH:17]=[CH:18][C:11]=23)[N:9]=1)([CH3:4])([CH3:2])[CH3:3], predict the reactants needed to synthesize it. The reactants are: [C:1]([C:5]1[N:6]([CH3:27])[CH:7]=[C:8]([C:10]2[CH:15]=[CH:14][N:13]=[C:12]3[N:16](OCC[Si](C)(C)C)[C:17](C)=[CH:18][C:11]=23)[N:9]=1)([CH3:4])([CH3:3])[CH3:2].[C:28]([OH:34])([C:30]([F:33])([F:32])[F:31])=[O:29].CO.[NH4+].[OH-]. (4) Given the product [OH:7][CH2:6][C:5]1[CH:10]=[C:11]([CH3:13])[N:12]=[C:3]([C:1]#[N:2])[CH:4]=1, predict the reactants needed to synthesize it. The reactants are: [C:1]([C:3]1[CH:4]=[C:5]([CH:10]=[C:11]([CH3:13])[N:12]=1)[C:6](OC)=[O:7])#[N:2].[BH4-].[Na+]. (5) Given the product [NH2:26][CH:23]1[CH2:24][CH2:25][N:20]([C:13]2[CH:14]=[CH:15][CH:16]=[C:17]3[C:12]=2[N:11]=[C:10]([N:7]2[C:6]4[CH:27]=[CH:28][C:3]([OH:2])=[CH:4][C:5]=4[N:9]=[CH:8]2)[CH:19]=[CH:18]3)[CH2:21][CH2:22]1, predict the reactants needed to synthesize it. The reactants are: C[O:2][C:3]1[CH:28]=[CH:27][C:6]2[N:7]([C:10]3[CH:19]=[CH:18][C:17]4[C:12](=[C:13]([N:20]5[CH2:25][CH2:24][CH:23]([NH2:26])[CH2:22][CH2:21]5)[CH:14]=[CH:15][CH:16]=4)[N:11]=3)[CH:8]=[N:9][C:5]=2[CH:4]=1.B(Br)(Br)Br.C(=O)([O-])[O-].[Na+].[Na+]. (6) Given the product [CH3:1][O:2][C:3]1[CH:8]=[CH:7][C:6]([C:9]2[CH:13]=[C:12]([C:14]3[CH:19]=[CH:18][CH:17]=[CH:16][CH:15]=3)[NH:11][C:10]=2[C:20]([NH:22][CH2:23][C:24]2[CH:25]=[CH:26][C:27]([C:28]([NH:56][CH2:55][CH2:54][SH:53])=[O:29])=[CH:31][CH:32]=2)=[O:21])=[CH:5][CH:4]=1, predict the reactants needed to synthesize it. The reactants are: [CH3:1][O:2][C:3]1[CH:8]=[CH:7][C:6]([C:9]2[CH:13]=[C:12]([C:14]3[CH:19]=[CH:18][CH:17]=[CH:16][CH:15]=3)[NH:11][C:10]=2[C:20]([NH:22][CH2:23][C:24]2[CH:32]=[CH:31][C:27]([C:28](O)=[O:29])=[CH:26][CH:25]=2)=[O:21])=[CH:5][CH:4]=1.Cl.C([S:53][CH2:54][CH2:55][NH2:56])(C1C=CC=CC=1)(C1C=CC=CC=1)C1C=CC=CC=1.